From a dataset of Catalyst prediction with 721,799 reactions and 888 catalyst types from USPTO. Predict which catalyst facilitates the given reaction. (1) Reactant: C[O:2][C:3](=[O:47])[CH:4]([C:10]1[CH:11]=[C:12]([C:38]2[CH:43]=[CH:42][CH:41]=[C:40]([N+:44]([O-:46])=[O:45])[CH:39]=2)[C:13]([O:31][CH2:32][O:33][CH2:34][CH2:35][O:36][CH3:37])=[C:14]([C:16]2[N:17](S(C)(=O)=O)[C:18]3[C:23]([CH:24]=2)=[CH:22][C:21]([C:25]#[N:26])=[CH:20][CH:19]=3)[CH:15]=1)[CH2:5][C:6]([O:8]C)=[O:7].[OH-].[Na+].C(O)(=O)CC(CC(O)=O)(C(O)=O)O. Product: [C:25]([C:21]1[CH:22]=[C:23]2[C:18](=[CH:19][CH:20]=1)[NH:17][C:16]([C:14]1[CH:15]=[C:10]([CH:4]([CH2:5][C:6]([OH:8])=[O:7])[C:3]([OH:47])=[O:2])[CH:11]=[C:12]([C:38]3[CH:43]=[CH:42][CH:41]=[C:40]([N+:44]([O-:46])=[O:45])[CH:39]=3)[C:13]=1[O:31][CH2:32][O:33][CH2:34][CH2:35][O:36][CH3:37])=[CH:24]2)#[N:26]. The catalyst class is: 5. (2) Reactant: Br[C:2]1[CH:3]=[C:4]2[C:9](=[CH:10][CH:11]=1)[C:8](=[O:12])[N:7]([CH2:13][CH2:14][N:15]1[CH2:19][CH2:18][CH2:17][C@H:16]1[CH3:20])[CH2:6][CH2:5]2.[F:21][C:22]1[CH:27]=[C:26]([C:28]([O:30][CH3:31])=[O:29])[CH:25]=[CH:24][C:23]=1B(O)O. Product: [F:21][C:22]1[CH:27]=[C:26]([CH:25]=[CH:24][C:23]=1[C:2]1[CH:3]=[C:4]2[C:9](=[CH:10][CH:11]=1)[C:8](=[O:12])[N:7]([CH2:13][CH2:14][N:15]1[CH2:19][CH2:18][CH2:17][C@H:16]1[CH3:20])[CH2:6][CH2:5]2)[C:28]([O:30][CH3:31])=[O:29]. The catalyst class is: 5. (3) Reactant: [N:1]1[CH:6]=[CH:5][C:4]([CH:7]([NH:9][C:10]([C:12]2[C:20]3[C:15](=[N:16][CH:17]=[C:18]([C:21]4[C:29]5[C:24](=[CH:25][C:26]([F:30])=[CH:27][CH:28]=5)[NH:23][N:22]=4)[N:19]=3)[N:14]([CH2:31][O:32][CH2:33][CH2:34][Si:35]([CH3:38])([CH3:37])[CH3:36])[CH:13]=2)=[O:11])[CH3:8])=[CH:3][CH:2]=1.[H-].[Na+].Cl.Br[CH2:43][CH2:44][N:45]1[CH2:50][CH2:49][O:48][CH2:47][CH2:46]1. Product: [N:1]1[CH:2]=[CH:3][C:4]([CH:7]([NH:9][C:10]([C:12]2[C:20]3[C:15](=[N:16][CH:17]=[C:18]([C:21]4[C:29]5[C:24](=[CH:25][C:26]([F:30])=[CH:27][CH:28]=5)[N:23]([CH2:43][CH2:44][N:45]5[CH2:50][CH2:49][O:48][CH2:47][CH2:46]5)[N:22]=4)[N:19]=3)[N:14]([CH2:31][O:32][CH2:33][CH2:34][Si:35]([CH3:37])([CH3:36])[CH3:38])[CH:13]=2)=[O:11])[CH3:8])=[CH:5][CH:6]=1. The catalyst class is: 3. (4) Reactant: [CH:1]1[C:13]2[N:12]([CH2:14][CH2:15][N:16]([CH2:19][CH3:20])[CH2:17][CH3:18])[C:11]3[C:6](=[CH:7][CH:8]=[CH:9][CH:10]=3)[C:5]=2[CH:4]=[CH:3][CH:2]=1.[Al+3].[Cl-:22].[Cl-].[Cl-].[Cl:25][CH2:26][CH2:27][C:28](Cl)=[O:29].Cl. Product: [ClH:25].[CH2:17]([N:16]([CH2:19][CH3:20])[CH2:15][CH2:14][N:12]1[C:11]2[CH:10]=[CH:9][C:8]([C:28](=[O:29])[CH2:27][CH2:26][Cl:25])=[CH:7][C:6]=2[C:5]2[C:13]1=[CH:1][CH:2]=[C:3]([C:28](=[O:29])[CH2:27][CH2:26][Cl:22])[CH:4]=2)[CH3:18]. The catalyst class is: 641. (5) Reactant: [N+:1]([C:4]1[CH:30]=[CH:29][C:7]([C:8]([NH:10][C:11]2[C:12]([C:16]3[NH:20][C:19]4[CH:21]=[C:22]([O:27][CH3:28])[C:23]([O:25][CH3:26])=[CH:24][C:18]=4[N:17]=3)=[N:13][NH:14][CH:15]=2)=[O:9])=[C:6]([O:31][CH2:32][CH3:33])[CH:5]=1)([O-])=O. Product: [NH2:1][C:4]1[CH:30]=[CH:29][C:7]([C:8]([NH:10][C:11]2[C:12]([C:16]3[NH:20][C:19]4[CH:21]=[C:22]([O:27][CH3:28])[C:23]([O:25][CH3:26])=[CH:24][C:18]=4[N:17]=3)=[N:13][NH:14][CH:15]=2)=[O:9])=[C:6]([O:31][CH2:32][CH3:33])[CH:5]=1. The catalyst class is: 50. (6) Reactant: [Cl:1][C:2]1[O:12][C:5]2=[C:6]([NH2:11])[N:7]=[CH:8][C:9](I)=[C:4]2[CH:3]=1.CC1(C)C(C)(C)OB([C:21]2[CH:22]=[N:23][N:24]([CH:26]3[CH2:31][CH2:30][N:29]([C:32]([O:34][C:35]([CH3:38])([CH3:37])[CH3:36])=[O:33])[CH2:28][CH2:27]3)[CH:25]=2)O1. Product: [C:35]([O:34][C:32]([N:29]1[CH2:28][CH2:27][CH:26]([N:24]2[CH:25]=[C:21]([C:9]3[CH:8]=[N:7][C:6]([NH2:11])=[C:5]4[O:12][C:2]([Cl:1])=[CH:3][C:4]=34)[CH:22]=[N:23]2)[CH2:31][CH2:30]1)=[O:33])([CH3:38])([CH3:36])[CH3:37]. The catalyst class is: 149. (7) The catalyst class is: 125. Product: [C:25]([C:22]1[CH:21]=[CH:20][C:19]([NH:18][C:14]2[C:15]3[CH2:16][CH2:17][NH:8][CH2:9][C:10]=3[N:11]=[C:12]([C:29]3[CH:30]=[CH:31][CH:32]=[CH:33][CH:34]=3)[N:13]=2)=[CH:24][CH:23]=1)([CH3:28])([CH3:26])[CH3:27]. Reactant: C([N:8]1[CH2:17][CH2:16][C:15]2[C:14]([NH:18][C:19]3[CH:24]=[CH:23][C:22]([C:25]([CH3:28])([CH3:27])[CH3:26])=[CH:21][CH:20]=3)=[N:13][C:12]([C:29]3[CH:34]=[CH:33][CH:32]=[CH:31][CH:30]=3)=[N:11][C:10]=2[CH2:9]1)C1C=CC=CC=1.C(O)(=O)C. (8) Reactant: [CH2:1]([O:3][C:4]([C:6]1[S:10][C:9]([NH2:11])=[N:8][C:7]=1[CH3:12])=[O:5])[CH3:2].C(N(CC)CC)C.[O:20]1[CH2:25][CH2:24][CH2:23][CH2:22][CH:21]1[N:26]1[C:34]2[C:29](=[C:30]([CH2:35][C:36](O)=[O:37])[CH:31]=[CH:32][CH:33]=2)[CH:28]=[N:27]1.CCCP1(OP(CCC)(=O)OP(CCC)(=O)O1)=O.C(OCC)(=O)C. Product: [CH2:1]([O:3][C:4]([C:6]1[S:10][C:9]([NH:11][C:36](=[O:37])[CH2:35][C:30]2[CH:31]=[CH:32][CH:33]=[C:34]3[C:29]=2[CH:28]=[N:27][N:26]3[CH:21]2[CH2:22][CH2:23][CH2:24][CH2:25][O:20]2)=[N:8][C:7]=1[CH3:12])=[O:5])[CH3:2]. The catalyst class is: 20. (9) Reactant: C(OC(=O)[NH:7][C@H:8]([C:11]1[CH:16]=[CH:15][CH:14]=[CH:13][CH:12]=1)[CH2:9]O)(C)(C)C.[C:18]1(=[O:28])[NH:22][C:21](=[O:23])[C:20]2=[CH:24][CH:25]=[CH:26][CH:27]=[C:19]12.C1C=CC(P(C2C=CC=CC=2)C2C=CC=CC=2)=CC=1.CCOC(/N=N/C(OCC)=O)=O. Product: [NH2:7][C@H:8]([C:11]1[CH:16]=[CH:15][CH:14]=[CH:13][CH:12]=1)[CH2:9][N:22]1[C:18](=[O:28])[C:19]2[C:20](=[CH:24][CH:25]=[CH:26][CH:27]=2)[C:21]1=[O:23]. The catalyst class is: 1. (10) The catalyst class is: 1. Reactant: [H-].[H-].[H-].[H-].[Li+].[Al+3].[OH:7][C:8]1[CH:19]=[CH:18][CH:17]=[CH:16][C:9]=1[C:10]([NH:12][CH2:13][CH2:14][CH3:15])=O.[CH3:20][C:21]([O:24][C:25](O[C:25]([O:24][C:21]([CH3:23])([CH3:22])[CH3:20])=[O:26])=[O:26])([CH3:23])[CH3:22].C([O-])(O)=O.[Na+]. Product: [OH:7][C:8]1[CH:19]=[CH:18][CH:17]=[CH:16][C:9]=1[CH2:10][N:12]([CH2:13][CH2:14][CH3:15])[C:25](=[O:26])[O:24][C:21]([CH3:23])([CH3:22])[CH3:20].